Dataset: Full USPTO retrosynthesis dataset with 1.9M reactions from patents (1976-2016). Task: Predict the reactants needed to synthesize the given product. (1) Given the product [ClH:19].[CH3:21][O:20][N:22]=[CH:17][C:13]1[CH:14]=[N:15][CH:16]=[C:11]([C:10]#[C:9][C:4]2[CH:5]=[CH:6][C:7]([F:8])=[C:2]([F:1])[CH:3]=2)[CH:12]=1, predict the reactants needed to synthesize it. The reactants are: [F:1][C:2]1[CH:3]=[C:4]([C:9]#[C:10][C:11]2[CH:12]=[C:13]([CH:17]=O)[CH:14]=[N:15][CH:16]=2)[CH:5]=[CH:6][C:7]=1[F:8].[ClH:19].[O:20]([NH2:22])[CH3:21].C(=O)([O-])[O-].[K+].[K+]. (2) Given the product [OH:1][C@H:2]1[CH2:7][N:6]([C:8]([O:10][CH2:11][CH2:12][CH2:13][CH3:14])=[O:9])[C@H:5]([CH3:18])[CH2:4][CH2:3]1, predict the reactants needed to synthesize it. The reactants are: [OH:1][C@H:2]1[CH2:7][N:6]([C:8]([O:10][CH2:11][C:12]2C=CC=[CH:14][CH:13]=2)=[O:9])[C@H:5]([CH3:18])[CH2:4][CH2:3]1.C(OC(OC(C)(C)C)=O)(OC(C)(C)C)=O.